Dataset: Reaction yield outcomes from USPTO patents with 853,638 reactions. Task: Predict the reaction yield, written as a fraction of the theoretical maximum amount of product (1.0 means a 100% yield; for example, 0.34 means a 34% yield). The yield is 0.300. The reactants are [CH2:1]([C:3]1[N:4]([C:28]2[CH:33]=[CH:32][C:31]([OH:34])=[CH:30][CH:29]=2)[C:5](=[O:27])[C:6]([CH2:12][C:13]2[CH:18]=[CH:17][C:16]([C:19]3[C:20]([C:25]#[N:26])=[CH:21][CH:22]=[CH:23][CH:24]=3)=[CH:15][CH:14]=2)=[C:7]([CH2:9][CH2:10][CH3:11])[N:8]=1)[CH3:2].Br[C:36](C)([CH3:42])[C:37](OCC)=O.[C:44](=O)([O-])[O-].[Cs+].[Cs+].CN(C)C=O.C([O:58][CH2:59][CH3:60])(=O)C. No catalyst specified. The product is [CH2:1]([C:3]1[N:4]([C:28]2[CH:33]=[CH:32][C:31]([O:34][C:36]([CH3:42])([CH3:37])[C:59]([OH:58])([CH3:60])[CH3:44])=[CH:30][CH:29]=2)[C:5](=[O:27])[C:6]([CH2:12][C:13]2[CH:18]=[CH:17][C:16]([C:19]3[C:20]([C:25]#[N:26])=[CH:21][CH:22]=[CH:23][CH:24]=3)=[CH:15][CH:14]=2)=[C:7]([CH2:9][CH2:10][CH3:11])[N:8]=1)[CH3:2].